Predict which catalyst facilitates the given reaction. From a dataset of Catalyst prediction with 721,799 reactions and 888 catalyst types from USPTO. (1) Reactant: [C:1]([C:5]1[CH:9]=[C:8]([NH:10][C:11]([NH:13][C:14]2[C:23]3[C:18](=[CH:19][CH:20]=[CH:21][CH:22]=3)[CH:17]=[CH:16][CH:15]=2)=[O:12])[N:7]([C:24]2[CH:29]=[CH:28][C:27]([OH:30])=[CH:26][CH:25]=2)[N:6]=1)([CH3:4])([CH3:3])[CH3:2].C([O-])([O-])=O.[K+].[K+].[CH3:37][O:38][C:39](=[O:42])[CH2:40]Cl. Product: [C:1]([C:5]1[CH:9]=[C:8]([NH:10][C:11]([NH:13][C:14]2[C:23]3[C:18](=[CH:19][CH:20]=[CH:21][CH:22]=3)[CH:17]=[CH:16][CH:15]=2)=[O:12])[N:7]([C:24]2[CH:29]=[CH:28][C:27]([O:30][CH2:40][C:39]([O:38][CH3:37])=[O:42])=[CH:26][CH:25]=2)[N:6]=1)([CH3:4])([CH3:2])[CH3:3]. The catalyst class is: 10. (2) Reactant: [O:1]1[C:5]2[C:6]([C:10]([CH3:21])([CH3:20])[CH2:11][C:12]([C:16]([F:19])([F:18])[F:17])([OH:15])CO)=[CH:7][CH:8]=[CH:9][C:4]=2[CH2:3][CH2:2]1. Product: [O:1]1[C:5]2[C:6]([C:10]([CH3:21])([CH3:20])[CH2:11][C:12](=[O:15])[C:16]([F:18])([F:19])[F:17])=[CH:7][CH:8]=[CH:9][C:4]=2[CH2:3][CH2:2]1. The catalyst class is: 5. (3) Reactant: [Cl:1][C:2]1[CH:7]=[CH:6][C:5]([CH:8]([OH:38])[C:9]2[C:10]([C:36]#[N:37])=[C:11]([C:25]3[CH:30]=[CH:29][N:28]=[C:27]([NH:31][C:32](=[O:35])[O:33][CH3:34])[CH:26]=3)[S:12][C:13]=2[C:14]2[N:18]=[CH:17][N:16](C3CCCCO3)[N:15]=2)=[CH:4][CH:3]=1.O1CCOCC1.Cl.O. Product: [Cl:1][C:2]1[CH:3]=[CH:4][C:5]([CH:8]([OH:38])[C:9]2[C:10]([C:36]#[N:37])=[C:11]([C:25]3[CH:30]=[CH:29][N:28]=[C:27]([NH:31][C:32](=[O:35])[O:33][CH3:34])[CH:26]=3)[S:12][C:13]=2[C:14]2[NH:18][CH:17]=[N:16][N:15]=2)=[CH:6][CH:7]=1. The catalyst class is: 81. (4) Reactant: [C:1]([CH:5]1[N:14]2[C:9](=[CH:10][C:11](=[O:20])[C:12]([C:15]([O:17][CH2:18][CH3:19])=[O:16])=[CH:13]2)[C:8]2[CH:21]=[C:22]([O:26][CH3:27])[C:23]([OH:25])=[CH:24][C:7]=2[CH2:6]1)([CH3:4])([CH3:3])[CH3:2].Br[CH2:29][CH2:30][CH2:31][CH2:32][CH2:33][OH:34].C([O-])([O-])=O.[K+].[K+]. Product: [C:1]([CH:5]1[N:14]2[C:9](=[CH:10][C:11](=[O:20])[C:12]([C:15]([O:17][CH2:18][CH3:19])=[O:16])=[CH:13]2)[C:8]2[CH:21]=[C:22]([O:26][CH3:27])[C:23]([O:25][CH2:29][CH2:30][CH2:31][CH2:32][CH2:33][OH:34])=[CH:24][C:7]=2[CH2:6]1)([CH3:2])([CH3:3])[CH3:4]. The catalyst class is: 3.